From a dataset of Full USPTO retrosynthesis dataset with 1.9M reactions from patents (1976-2016). Predict the reactants needed to synthesize the given product. (1) Given the product [Cl:28][C:19]1[CH:20]=[CH:21][CH:22]=[C:23]([Si:24]([CH3:27])([CH3:26])[CH3:25])[C:18]=1[C:17]([N:16]([CH2:15][CH2:14][O:13][CH2:11][CH3:12])[CH2:30][CH3:31])=[O:29], predict the reactants needed to synthesize it. The reactants are: C[Si]([N-][Si](C)(C)C)(C)C.[Na+].[CH2:11]([O:13][CH2:14][CH2:15][NH:16][C:17](=[O:29])[C:18]1[C:23]([Si:24]([CH3:27])([CH3:26])[CH3:25])=[CH:22][CH:21]=[CH:20][C:19]=1[Cl:28])[CH3:12].[CH2:30](I)[CH3:31]. (2) Given the product [Cl:1][C:2]1[CH:3]=[C:4]([CH:37]=[CH:38][CH:39]=1)[CH2:5][N:6]([C:7]1[CH:8]=[CH:9][C:10]([C:11](=[O:13])[N:41]([CH3:42])[CH3:40])=[CH:14][CH:15]=1)[CH:16]1[CH2:21][CH2:20][N:19]([CH:22]([CH3:36])[CH2:23][CH2:24][NH:25][C:26](=[O:35])[C:27]2[C:28]([CH3:34])=[CH:29][CH:30]=[CH:31][C:32]=2[CH3:33])[CH2:18][CH2:17]1, predict the reactants needed to synthesize it. The reactants are: [Cl:1][C:2]1[CH:3]=[C:4]([CH:37]=[CH:38][CH:39]=1)[CH2:5][N:6]([CH:16]1[CH2:21][CH2:20][N:19]([CH:22]([CH3:36])[CH2:23][CH2:24][NH:25][C:26](=[O:35])[C:27]2[C:32]([CH3:33])=[CH:31][CH:30]=[CH:29][C:28]=2[CH3:34])[CH2:18][CH2:17]1)[C:7]1[CH:15]=[CH:14][C:10]([C:11]([OH:13])=O)=[CH:9][CH:8]=1.[CH3:40][NH:41][CH3:42].